From a dataset of Reaction yield outcomes from USPTO patents with 853,638 reactions. Predict the reaction yield, written as a fraction of the theoretical maximum amount of product (1.0 means a 100% yield; for example, 0.34 means a 34% yield). (1) The reactants are Cl[C:2]1[N:10]=[CH:9][N:8]=[C:7]2[C:3]=1[NH:4][CH:5]=[N:6]2.[NH:11]1[CH2:16][CH2:15][CH:14]([CH2:17][OH:18])[CH2:13][CH2:12]1.CCN(CC)CC. The catalyst is CCCCO. The product is [N:10]1[C:2]([N:11]2[CH2:16][CH2:15][CH:14]([CH2:17][OH:18])[CH2:13][CH2:12]2)=[C:3]2[C:7]([NH:6][CH:5]=[N:4]2)=[N:8][CH:9]=1. The yield is 0.570. (2) The reactants are [CH2:1]([O:8][C@H:9]1[C@H:14]([O:15][CH2:16][C:17]2[CH:22]=[CH:21][CH:20]=[CH:19][CH:18]=2)[C@H:13]([O:23][CH2:24][C:25]2[CH:30]=[CH:29][CH:28]=[CH:27][CH:26]=2)[C@H:12]([CH3:31])[O:11][C@H:10]1[CH:32]([CH3:36])[CH2:33][C:34]#N)[C:2]1[CH:7]=[CH:6][CH:5]=[CH:4][CH:3]=1.[OH2:37].[OH-:38].[Na+]. The catalyst is C(O)C. The product is [CH2:1]([O:8][C@H:9]1[C@H:14]([O:15][CH2:16][C:17]2[CH:22]=[CH:21][CH:20]=[CH:19][CH:18]=2)[C@H:13]([O:23][CH2:24][C:25]2[CH:30]=[CH:29][CH:28]=[CH:27][CH:26]=2)[C@H:12]([CH3:31])[O:11][C@H:10]1[CH:32]([CH3:36])[CH2:33][C:34]([OH:38])=[O:37])[C:2]1[CH:7]=[CH:6][CH:5]=[CH:4][CH:3]=1. The yield is 0.830.